The task is: Predict the product of the given reaction.. This data is from Forward reaction prediction with 1.9M reactions from USPTO patents (1976-2016). (1) Given the reactants [C:1]([O:5][C:6]([N:8]1[CH2:12][CH2:11][CH2:10][CH:9]1[C:13]1[CH:18]=[CH:17][CH:16]=[CH:15][C:14]=1[Cl:19])=[O:7])([CH3:4])([CH3:3])[CH3:2].[CH3:20]N(CCN(C)C)C.C([Li])(CC)C.IC, predict the reaction product. The product is: [C:1]([O:5][C:6]([N:8]1[CH2:12][CH2:11][CH2:10][C:9]1([C:13]1[CH:18]=[CH:17][CH:16]=[CH:15][C:14]=1[Cl:19])[CH3:20])=[O:7])([CH3:4])([CH3:2])[CH3:3]. (2) Given the reactants [NH2:1][C:2]1[N:6]([CH:7]2[CH2:11][CH2:10][CH2:9][CH2:8]2)[N:5]=[C:4]([CH2:12][CH3:13])[C:3]=1[C:14]([NH:16][CH2:17][C:18]([C:20]1[CH:25]=[CH:24][C:23]([O:26][CH3:27])=[C:22]([O:28][CH3:29])[CH:21]=1)=O)=[O:15], predict the reaction product. The product is: [CH:7]1([N:6]2[C:2]3[N:1]=[C:18]([C:20]4[CH:25]=[CH:24][C:23]([O:26][CH3:27])=[C:22]([O:28][CH3:29])[CH:21]=4)[CH2:17][NH:16][C:14](=[O:15])[C:3]=3[C:4]([CH2:12][CH3:13])=[N:5]2)[CH2:11][CH2:10][CH2:9][CH2:8]1. (3) Given the reactants [CH:1]([O:4][C:5]([N:7]1[C:16]2[C:11](=[N:12][C:13]([NH:18][CH2:19][C:20]3[CH:25]=[CH:24][CH:23]=[CH:22][CH:21]=3)=[C:14]([CH3:17])[CH:15]=2)[C@H:10](N(CC2C=C(C(F)(F)F)C=C(C(F)(F)F)C=2)C#N)[CH2:9][C@@H:8]1[CH2:44][CH3:45])=[O:6])([CH3:3])[CH3:2].[N-]=[N+]=[N-].[Na+].Cl.C(N(CC)CC)C.C1(P(C2C=CC=CC=2)C2C=CC=CC=2)C=CC=CC=1.CO.CC(OC(/N=N/C(OC(C)C)=O)=O)C, predict the reaction product. The product is: [CH:1]([O:4][C:5]([N:7]1[C:16]2[C:11](=[N:12][C:13]([NH:18][CH2:19][C:20]3[CH:25]=[CH:24][CH:23]=[CH:22][CH:21]=3)=[C:14]([CH3:17])[CH:15]=2)[CH2:10][CH2:9][CH:8]1[CH2:44][CH3:45])=[O:6])([CH3:3])[CH3:2]. (4) Given the reactants [F:1][C:2]1[CH:3]=[CH:4][C:5]([O:15][CH3:16])=[C:6]([CH:8](O)[C:9](=[S:13])[N:10]([CH3:12])[CH3:11])[CH:7]=1.[OH-].[Na+], predict the reaction product. The product is: [F:1][C:2]1[C:7]2[S:13][C:9]([N:10]([CH3:12])[CH3:11])=[CH:8][C:6]=2[C:5]([O:15][CH3:16])=[CH:4][CH:3]=1.